This data is from Reaction yield outcomes from USPTO patents with 853,638 reactions. The task is: Predict the reaction yield, written as a fraction of the theoretical maximum amount of product (1.0 means a 100% yield; for example, 0.34 means a 34% yield). (1) The reactants are C([N-]C(C)C)(C)C.[Li+].[CH3:9][O:10][C:11](=[O:22])[CH2:12][C:13]1[CH:18]=[CH:17][CH:16]=[C:15]([N+:19]([O-:21])=[O:20])[CH:14]=1.I[CH2:24][CH:25]1[CH2:29][CH2:28][CH2:27][CH2:26]1. The catalyst is O1CCCC1.CN1CCCN(C)C1=O.CN1CCCN(C)C1=O. The product is [CH3:9][O:10][C:11](=[O:22])[CH:12]([C:13]1[CH:18]=[CH:17][CH:16]=[C:15]([N+:19]([O-:21])=[O:20])[CH:14]=1)[CH2:24][CH:25]1[CH2:29][CH2:28][CH2:27][CH2:26]1. The yield is 0.468. (2) The reactants are Br[C:2]1[CH:10]=[C:9]2[C:5]([CH2:6][C:7]3([CH2:15][CH:14]([O:16][CH3:17])[CH:13]([O:18][CH3:19])[CH2:12]3)[C:8]2=[O:11])=[CH:4][CH:3]=1.[C:20]([C:22]1[CH:23]=[C:24](B(O)O)[CH:25]=[CH:26][CH:27]=1)#[N:21].C(=O)([O-])[O-].[Cs+].[Cs+]. The catalyst is O1CCOCC1.O.Cl[Pd](Cl)([P](C1C=CC=CC=1)(C1C=CC=CC=1)C1C=CC=CC=1)[P](C1C=CC=CC=1)(C1C=CC=CC=1)C1C=CC=CC=1. The product is [CH3:19][O:18][CH:13]1[CH:14]([O:16][CH3:17])[CH2:15][C:7]2([CH2:6][C:5]3[C:9](=[CH:10][C:2]([C:26]4[CH:27]=[C:22]([CH:23]=[CH:24][CH:25]=4)[C:20]#[N:21])=[CH:3][CH:4]=3)[C:8]2=[O:11])[CH2:12]1. The yield is 0.730. (3) The reactants are [Cl:1][C:2]1[CH:25]=[C:24]([C:26]([F:29])([F:28])[F:27])[CH:23]=[CH:22][C:3]=1[CH2:4][N:5]1[C:9](/[CH:10]=[CH:11]/[C:12]([O:14][CH2:15][CH3:16])=[O:13])=[CH:8][C:7]([O:17][CH2:18][CH:19]2[CH2:21][CH2:20]2)=[N:6]1. The catalyst is [C].[Pd].O1CCCC1. The product is [Cl:1][C:2]1[CH:25]=[C:24]([C:26]([F:29])([F:27])[F:28])[CH:23]=[CH:22][C:3]=1[CH2:4][N:5]1[C:9]([CH2:10][CH2:11][C:12]([O:14][CH2:15][CH3:16])=[O:13])=[CH:8][C:7]([O:17][CH2:18][CH:19]2[CH2:21][CH2:20]2)=[N:6]1. The yield is 0.940. (4) The catalyst is O1CCCC1. The yield is 0.850. The reactants are [Br:1][C:2]1[C:10]2[C:5]([NH:6][CH:7]=[N:8][C:9]=2[Cl:11])=[N:4][CH:3]=1.O[CH2:13][CH2:14][CH:15]1[CH2:20][CH2:19][N:18]([C:21]([O:23][C:24]([CH3:27])([CH3:26])[CH3:25])=[O:22])[CH2:17][CH2:16]1.C1(P(C2C=CC=CC=2)C2C=CC=CC=2)C=CC=CC=1.CCOC(/N=N/C(OCC)=O)=O. The product is [Br:1][C:2]1[C:10]2[C:9]([Cl:11])=[N:8][CH:7]=[N:6][C:5]=2[N:4]([CH2:13][CH2:14][CH:15]2[CH2:16][CH2:17][N:18]([C:21]([O:23][C:24]([CH3:25])([CH3:27])[CH3:26])=[O:22])[CH2:19][CH2:20]2)[CH:3]=1. (5) The reactants are [CH2:1]([O:3][C:4](=[O:15])[C:5]1[CH:10]=[CH:9][C:8]([C:11](=[O:14])[CH2:12]Br)=[CH:7][CH:6]=1)[CH3:2].[CH3:16][C:17]1[NH:21][C:20](=[O:22])[C:19]([C:29]2[CH:34]=[CH:33][CH:32]=[CH:31][CH:30]=2)([C:23]2[CH:28]=[CH:27][CH:26]=[CH:25][CH:24]=2)[N:18]=1.C(=O)([O-])[O-].[K+].[K+].C1CCCCC1.C(OCC)(=O)C. The catalyst is CC(C)=O.C(OCC)(=O)C. The product is [CH2:1]([O:3][C:4](=[O:15])[C:5]1[CH:10]=[CH:9][C:8]([C:11](=[O:14])[CH2:12][N:21]2[C:20](=[O:22])[C:19]([C:29]3[CH:30]=[CH:31][CH:32]=[CH:33][CH:34]=3)([C:23]3[CH:28]=[CH:27][CH:26]=[CH:25][CH:24]=3)[N:18]=[C:17]2[CH3:16])=[CH:7][CH:6]=1)[CH3:2]. The yield is 0.450. (6) The reactants are [C:1]([Si:5]([CH3:28])([CH3:27])[O:6][C:7]1[CH:8]=[C:9]([CH:15]([C:17]2[CH:22]=[C:21]([O:23][CH3:24])[CH:20]=[C:19]([O:25][CH3:26])[CH:18]=2)[OH:16])[CH:10]=[CH:11][C:12]=1[O:13][CH3:14])([CH3:4])([CH3:3])[CH3:2]. The catalyst is C(Cl)Cl.[O-2].[O-2].[Mn+4]. The product is [C:1]([Si:5]([CH3:28])([CH3:27])[O:6][C:7]1[CH:8]=[C:9]([C:15]([C:17]2[CH:18]=[C:19]([O:25][CH3:26])[CH:20]=[C:21]([O:23][CH3:24])[CH:22]=2)=[O:16])[CH:10]=[CH:11][C:12]=1[O:13][CH3:14])([CH3:3])([CH3:2])[CH3:4]. The yield is 0.990.